This data is from Full USPTO retrosynthesis dataset with 1.9M reactions from patents (1976-2016). The task is: Predict the reactants needed to synthesize the given product. (1) Given the product [Cl:14][C:15]1[CH:20]=[CH:19][N:18]=[C:17]([C:21]([N:3]([O:4][CH3:6])[CH3:2])=[O:22])[CH:16]=1, predict the reactants needed to synthesize it. The reactants are: Cl.[CH3:2][N:3](C)[OH:4].[CH2:6](N(CC)CC)C.Cl.[Cl:14][C:15]1[CH:20]=[CH:19][N:18]=[C:17]([C:21](Cl)=[O:22])[CH:16]=1. (2) Given the product [Cl:1][C:2]1[C:12]2[N:11]3[C:35]([C:34]([F:45])([F:44])[F:33])=[N:31][N:32]=[C:10]3[C@@H:9]([CH2:14][C:15]([O:17][CH2:18][CH3:19])=[O:16])[O:8][C@H:7]([C:20]3[CH:25]=[CH:24][CH:23]=[C:22]([O:26][CH3:27])[C:21]=3[O:28][CH3:29])[C:6]=2[CH:5]=[CH:4][CH:3]=1, predict the reactants needed to synthesize it. The reactants are: [Cl:1][C:2]1[C:12]2[NH:11][C:10](=S)[C@@H:9]([CH2:14][C:15]([O:17][CH2:18][CH3:19])=[O:16])[O:8][C@H:7]([C:20]3[CH:25]=[CH:24][CH:23]=[C:22]([O:26][CH3:27])[C:21]=3[O:28][CH3:29])[C:6]=2[CH:5]=[CH:4][CH:3]=1.O.[NH2:31][NH2:32].[F:33][C:34]([F:45])([F:44])[C:35](O[C:35](=O)[C:34]([F:45])([F:44])[F:33])=O.FC(F)(F)C(O)=O. (3) Given the product [C:8]1([C:11]2[CH:16]=[CH:15][CH:14]=[CH:13][CH:12]=2)[CH:9]=[CH:10][C:5]([O:4][C:3]2[CH:17]=[CH:18][CH:19]=[CH:20][C:2]=2[N:26]2[CH2:25][CH2:24][NH:23][CH:22]([CH3:21])[CH2:27]2)=[CH:6][CH:7]=1, predict the reactants needed to synthesize it. The reactants are: Br[C:2]1[CH:20]=[CH:19][CH:18]=[CH:17][C:3]=1[O:4][C:5]1[CH:10]=[CH:9][C:8]([C:11]2[CH:16]=[CH:15][CH:14]=[CH:13][CH:12]=2)=[CH:7][CH:6]=1.[CH3:21][CH:22]1[CH2:27][NH:26][CH2:25][CH2:24][NH:23]1.C1C=CC(P(C2C=CC3C(=CC=CC=3)C=2C2C3C(=CC=CC=3)C=CC=2P(C2C=CC=CC=2)C2C=CC=CC=2)C2C=CC=CC=2)=CC=1.